Dataset: Reaction yield outcomes from USPTO patents with 853,638 reactions. Task: Predict the reaction yield, written as a fraction of the theoretical maximum amount of product (1.0 means a 100% yield; for example, 0.34 means a 34% yield). (1) The reactants are CC[O:3][C:4]1[CH:9]=[CH:8][C:7]2[NH:10][C:11]([CH3:16])(C)[CH:12]=[C:13]([CH3:14])[C:6]=2[CH:5]=1.[C:17](O[C:17]([O:19][C:20]([CH3:23])([CH3:22])[CH3:21])=[O:18])([O:19][C:20]([CH3:23])([CH3:22])[CH3:21])=[O:18].[C:32](=O)([O-])O.[Na+].N1[CH:41]=[CH:40]N=C1. The catalyst is ClCCl.O.CO.O1CCCC1. The product is [OH:3][C:4]1[CH:9]=[CH:8][C:7]2[CH2:16][C@@H:11]3[C@H:12]([CH3:32])[C@:13]([CH3:14])([C:6]=2[CH:5]=1)[CH2:41][CH2:40][N:10]3[C:17]([O:19][C:20]([CH3:23])([CH3:22])[CH3:21])=[O:18]. The yield is 0.530. (2) The reactants are CC1C=C(N2CCN(CCOC3C=CC=CC=3)C2=O)SC=1C(O)=O.[F:25][C:26]1[CH:47]=[CH:46][C:29]([CH2:30][N:31]2[CH2:35][CH2:34][N:33]([C:36]3[S:40][C:39]([C:41]([OH:43])=O)=[C:38]([CH3:44])[CH:37]=3)[C:32]2=[O:45])=[CH:28][CH:27]=1.[CH3:48][N:49]1[CH:53]=[C:52]([CH2:54][NH2:55])[N:51]=[CH:50]1. No catalyst specified. The product is [F:25][C:26]1[CH:47]=[CH:46][C:29]([CH2:30][N:31]2[CH2:35][CH2:34][N:33]([C:36]3[S:40][C:39]([C:41]([NH:55][CH2:54][C:52]4[N:51]=[CH:50][N:49]([CH3:48])[CH:53]=4)=[O:43])=[C:38]([CH3:44])[CH:37]=3)[C:32]2=[O:45])=[CH:28][CH:27]=1. The yield is 0.740. (3) The catalyst is O.CO. The product is [CH3:3][CH:2]([N:4]1[C:12](/[CH:13]=[CH:14]/[CH:15]([OH:24])[CH2:16][CH:17]([OH:23])[CH2:18][C:19]([O-:21])=[O:20])=[C:11]([C:25]2[CH:26]=[CH:27][C:28]([F:31])=[CH:29][CH:30]=2)[C:10]2[CH:9]=[CH:8][CH:7]=[CH:6][C:5]1=2)[CH3:1].[Na+:33]. The yield is 0.730. The reactants are [CH3:1][CH:2]([N:4]1[C:12](/[CH:13]=[CH:14]/[C@H:15]([OH:24])[CH2:16][C@H:17]([OH:23])[CH2:18][C:19]([O:21]C)=[O:20])=[C:11]([C:25]2[CH:30]=[CH:29][C:28]([F:31])=[CH:27][CH:26]=2)[C:10]2[C:5]1=[CH:6][CH:7]=[CH:8][CH:9]=2)[CH3:3].[OH-].[Na+:33].C(#N)C. (4) The reactants are [NH2:1][C:2]1[C:10]([Cl:11])=[CH:9][C:5]([C:6]([OH:8])=O)=[C:4]([O:12][CH3:13])[CH:3]=1.Cl.CN(C)CCCN=C=NCC.O.ON1C2C=CC=CC=2N=N1.C(N(C(C)C)CC)(C)C.[N:46]1([CH2:51][CH2:52][CH2:53][N:54]2[CH2:59][CH2:58][CH:57]([CH2:60][NH2:61])[CH2:56][CH2:55]2)[CH:50]=[CH:49][N:48]=[N:47]1. The catalyst is ClCCl.O. The product is [N:46]1([CH2:51][CH2:52][CH2:53][N:54]2[CH2:55][CH2:56][CH:57]([CH2:60][NH:61][C:6](=[O:8])[C:5]3[CH:9]=[C:10]([Cl:11])[C:2]([NH2:1])=[CH:3][C:4]=3[O:12][CH3:13])[CH2:58][CH2:59]2)[CH:50]=[CH:49][N:48]=[N:47]1. The yield is 0.840. (5) The reactants are [N:1]1[CH:6]=[CH:5][CH:4]=[CH:3][C:2]=1/[CH:7]=[CH:8]/[C:9]1[C:17]2[C:12](=[CH:13][C:14]([C:18]([C:20]3[CH:28]=[CH:27][CH:26]=[CH:25][C:21]=3[C:22]([OH:24])=[O:23])=[O:19])=[CH:15][CH:16]=2)[N:11](COCC[Si](C)(C)C)[N:10]=1.C(N)CN.CCCC[N+](CCCC)(CCCC)CCCC.[F-].C1COCC1.C(O)(=O)C. The catalyst is C(OCC)(=O)C. The product is [N:1]1[CH:6]=[CH:5][CH:4]=[CH:3][C:2]=1/[CH:7]=[CH:8]/[C:9]1[C:17]2[C:12](=[CH:13][C:14]([C:18]([C:20]3[CH:28]=[CH:27][CH:26]=[CH:25][C:21]=3[C:22]([OH:24])=[O:23])=[O:19])=[CH:15][CH:16]=2)[NH:11][N:10]=1. The yield is 0.710. (6) The product is [CH3:1][C:2]1[C:10]2[C:9](=[O:11])[NH:8][CH:7]=[N:6][C:5]=2[S:4][C:3]=1[C:12]([N:31]1[CH2:32][CH2:33][N:28]([C:22]2[CH:27]=[CH:26][CH:25]=[CH:24][CH:23]=2)[CH2:29][CH2:30]1)=[O:14]. The reactants are [CH3:1][C:2]1[C:10]2[C:9](=[O:11])[NH:8][CH:7]=[N:6][C:5]=2[S:4][C:3]=1[C:12]([OH:14])=O.C(Cl)Cl.C(Cl)CCl.[C:22]1([N:28]2[CH2:33][CH2:32][NH:31][CH2:30][CH2:29]2)[CH:27]=[CH:26][CH:25]=[CH:24][CH:23]=1. The yield is 0.570. The catalyst is CN(C1C=CN=CC=1)C.CN(C=O)C. (7) The reactants are [F:1][CH2:2][CH2:3][O:4][C:5]1[CH:6]=[CH:7][C:8]([N+:19]([O-:21])=[O:20])=[C:9]([CH2:11][C:12](=[O:18])C(OCC)=O)[CH:10]=1.[OH:22]O.Cl. The catalyst is [OH-].[Na+].O. The product is [F:1][CH2:2][CH2:3][O:4][C:5]1[CH:6]=[CH:7][C:8]([N+:19]([O-:21])=[O:20])=[C:9]([CH2:11][C:12]([OH:18])=[O:22])[CH:10]=1. The yield is 0.950. (8) The reactants are [OH:1][C:2]12[CH2:9][CH2:8][C:5]([C:10]3[NH:18][C:17]4[C:16](=[O:19])[N:15]([CH2:20][CH2:21][CH3:22])[C:14](=[O:23])[N:13]([CH2:24][CH2:25][CH3:26])[C:12]=4[N:11]=3)([CH2:6][CH2:7]1)[CH2:4][CH2:3]2.CCN(CC)CC.[CH3:34][S:35](Cl)(=[O:37])=[O:36]. The catalyst is C(Cl)Cl. The product is [O:23]=[C:14]1[N:13]([CH2:24][CH2:25][CH3:26])[C:12]2[N:11]=[C:10]([C:5]34[CH2:8][CH2:9][C:2]([O:1][S:35]([CH3:34])(=[O:37])=[O:36])([CH2:7][CH2:6]3)[CH2:3][CH2:4]4)[NH:18][C:17]=2[C:16](=[O:19])[N:15]1[CH2:20][CH2:21][CH3:22]. The yield is 0.590. (9) The reactants are [C:1]1([C:28]2[CH:33]=[CH:32][CH:31]=[CH:30][CH:29]=2)[CH:6]=[CH:5][CH:4]=[C:3]([NH:7][C:8](=[O:27])[CH2:9][CH2:10][CH2:11][CH2:12][CH2:13][NH:14][C:15](=[O:26])[CH2:16][S:17][CH2:18][CH2:19][C:20]2[CH:25]=[CH:24][CH:23]=[CH:22]N=2)[CH:2]=1.C1(C2C=CC=CC=2)C=CC=C(NC(=O)CCCCCNC(=O)[CH2:49][SH:50])C=1.N1C=CC=CC=1CCS. No catalyst specified. The product is [C:1]1([C:28]2[CH:33]=[CH:32][CH:31]=[CH:30][CH:29]=2)[CH:6]=[CH:5][CH:4]=[C:3]([NH:7][C:8](=[O:27])[CH2:9][CH2:10][CH2:11][CH2:12][CH2:13][NH:14][C:15](=[O:26])[CH2:16][S:17][CH2:18][C:19]2[CH:22]=[CH:23][C:24]([S:50][CH3:49])=[CH:25][CH:20]=2)[CH:2]=1. The yield is 0.300.